Dataset: Peptide-MHC class II binding affinity with 134,281 pairs from IEDB. Task: Regression. Given a peptide amino acid sequence and an MHC pseudo amino acid sequence, predict their binding affinity value. This is MHC class II binding data. (1) The peptide sequence is AASIIGILHLILWIL. The MHC is DRB1_0401 with pseudo-sequence DRB1_0401. The binding affinity (normalized) is 0.153. (2) The peptide sequence is GDNQIMPKAGLLII. The MHC is DRB1_0101 with pseudo-sequence DRB1_0101. The binding affinity (normalized) is 0.727. (3) The peptide sequence is ASNPNYLAILVKYVD. The MHC is HLA-DQA10501-DQB10201 with pseudo-sequence HLA-DQA10501-DQB10201. The binding affinity (normalized) is 0.416. (4) The peptide sequence is EKKYFAATQFEPHAA. The MHC is HLA-DPA10201-DPB10101 with pseudo-sequence HLA-DPA10201-DPB10101. The binding affinity (normalized) is 0.617. (5) The peptide sequence is LSDISLKLTSGKIAS. The MHC is DRB1_1501 with pseudo-sequence DRB1_1501. The binding affinity (normalized) is 0.623. (6) The peptide sequence is LHGVRDGLVRDANNY. The MHC is HLA-DQA10102-DQB10602 with pseudo-sequence HLA-DQA10102-DQB10602. The binding affinity (normalized) is 0.0483.